This data is from Forward reaction prediction with 1.9M reactions from USPTO patents (1976-2016). The task is: Predict the product of the given reaction. (1) The product is: [C:1]([C:3]1([NH:6][C:7]([C@H:9]2[CH2:13][C@H:12]([S:14]([C:17]3[CH:22]=[CH:21][C:20]([O:34][C:31]4[CH:32]=[CH:33][C:28]([F:27])=[CH:29][CH:30]=4)=[CH:19][C:18]=3[Cl:24])(=[O:16])=[O:15])[CH2:11][C@@H:10]2[O:25][CH3:26])=[O:8])[CH2:5][CH2:4]1)#[N:2]. Given the reactants [C:1]([C:3]1([NH:6][C:7]([C@H:9]2[CH2:13][C@H:12]([S:14]([C:17]3[CH:22]=[CH:21][C:20](F)=[CH:19][C:18]=3[Cl:24])(=[O:16])=[O:15])[CH2:11][C@@H:10]2[O:25][CH3:26])=[O:8])[CH2:5][CH2:4]1)#[N:2].[F:27][C:28]1[CH:33]=[CH:32][C:31]([OH:34])=[CH:30][CH:29]=1.C([O-])([O-])=O.[Cs+].[Cs+].O, predict the reaction product. (2) Given the reactants [CH2:1]([O:3][CH:4]([CH2:10][C:11]1[CH:16]=[CH:15][C:14]([O:17][CH2:18][CH:19]([OH:28])[C:20]2[CH:25]=[CH:24][CH:23]=[C:22]([O:26][CH3:27])[CH:21]=2)=[CH:13][CH:12]=1)[C:5]([O:7][CH2:8][CH3:9])=[O:6])[CH3:2].OI1(=O)C2C=CC=CC=2C(=O)O1, predict the reaction product. The product is: [CH2:8]([O:7][C:5](=[O:6])[CH:4]([O:3][CH2:1][CH3:2])[CH2:10][C:11]1[CH:12]=[CH:13][C:14]([O:17][CH2:18][C:19]([C:20]2[CH:25]=[CH:24][CH:23]=[C:22]([O:26][CH3:27])[CH:21]=2)=[O:28])=[CH:15][CH:16]=1)[CH3:9]. (3) Given the reactants Cl[C:2]1[C:7]([C:8]([O:10][CH2:11][CH3:12])=[O:9])=[CH:6][N:5]=[C:4]([CH3:13])[N:3]=1.Cl.[CH2:15]([O:22][NH2:23])[C:16]1[CH:21]=[CH:20][CH:19]=[CH:18][CH:17]=1.C(Cl)(Cl)Cl.O, predict the reaction product. The product is: [CH2:15]([O:22][NH:23][C:2]1[C:7]([C:8]([O:10][CH2:11][CH3:12])=[O:9])=[CH:6][N:5]=[C:4]([CH3:13])[N:3]=1)[C:16]1[CH:21]=[CH:20][CH:19]=[CH:18][CH:17]=1. (4) Given the reactants [NH:1]([C:8]([C:10]1[CH:11]=[C:12]([C:16](=[C:30]2[CH2:35][CH2:34][NH:33][CH2:32][CH2:31]2)[C:17]2[CH:29]=[CH:28][C:20]([C:21]([N:23]([CH2:26][CH3:27])[CH2:24][CH3:25])=[O:22])=[CH:19][CH:18]=2)[CH:13]=[CH:14][CH:15]=1)=[O:9])C1C=CC=CC=1.C(OC(N1CCC(=[C:49]([C:56]2[CH:57]=[CH:58][C:50]([C:49](N(CC)CC)=O)=[CH:51][CH:52]=2)[C:50]2[CH:51]=[C:52]([CH:56]=[CH:57][CH:58]=2)C(O)=O)CC1)=O)(C)(C)C.C(N)C1C=CC=CC=1.C(O)(C(F)(F)F)=O, predict the reaction product. The product is: [CH2:49]([NH:1][C:8]([C:10]1[CH:11]=[C:12]([C:16](=[C:30]2[CH2:35][CH2:34][NH:33][CH2:32][CH2:31]2)[C:17]2[CH:18]=[CH:19][C:20]([C:21]([N:23]([CH2:24][CH3:25])[CH2:26][CH3:27])=[O:22])=[CH:28][CH:29]=2)[CH:13]=[CH:14][CH:15]=1)=[O:9])[C:50]1[CH:51]=[CH:52][CH:56]=[CH:57][CH:58]=1. (5) The product is: [CH3:1][O:2][C:3]1[CH:8]=[C:7]([CH2:9][CH2:10][CH3:11])[CH:6]=[CH:5][C:4]=1[O:12][C:18]1[CH:19]=[CH:20][C:15]([O:14][CH3:13])=[CH:16][CH:17]=1. Given the reactants [CH3:1][O:2][C:3]1[CH:8]=[C:7]([CH2:9][CH2:10][CH3:11])[CH:6]=[CH:5][C:4]=1[OH:12].[CH3:13][O:14][C:15]1[CH:20]=[CH:19][C:18](B(O)O)=[CH:17][CH:16]=1.C(N(CC)CC)C, predict the reaction product. (6) Given the reactants [Cl:1][C:2]1[CH:3]=[CH:4][C:5]([CH2:8][O:9][C:10]2[CH:15]=[CH:14][N:13]([C:16]3[CH:24]=[C:23]4[C:19]([C:20]5[CH2:29][CH2:28][N:27](C(OC(C)(C)C)=O)[CH2:26][C:21]=5[N:22]4[CH3:25])=[CH:18][CH:17]=3)[C:12](=[O:37])[CH:11]=2)=[N:6][CH:7]=1.C1(N)C(F)=C(F)C(F)=C(N)C=1F.[ClH:50].Cl, predict the reaction product. The product is: [ClH:1].[ClH:50].[Cl:1][C:2]1[CH:3]=[CH:4][C:5]([CH2:8][O:9][C:10]2[CH:15]=[CH:14][N:13]([C:16]3[CH:24]=[C:23]4[C:19]([C:20]5[CH2:29][CH2:28][NH:27][CH2:26][C:21]=5[N:22]4[CH3:25])=[CH:18][CH:17]=3)[C:12](=[O:37])[CH:11]=2)=[N:6][CH:7]=1. (7) The product is: [OH:2][C:1]1[CH:3]=[C:4]([CH:6]=[CH:7][CH:8]=1)[O:5][C:10]1[CH:19]=[CH:18][C:17]2[C:12](=[C:13]([C:20]3[NH:28][C:27]4[CH2:26][CH2:25][NH:24][C:23](=[O:29])[C:22]=4[CH:21]=3)[CH:14]=[CH:15][CH:16]=2)[N:11]=1. Given the reactants [C:1]1([CH:8]=[CH:7][CH:6]=[C:4]([OH:5])[CH:3]=1)[OH:2].Cl[C:10]1[CH:19]=[CH:18][C:17]2[C:12](=[C:13]([C:20]3[NH:28][C:27]4[CH2:26][CH2:25][NH:24][C:23](=[O:29])[C:22]=4[CH:21]=3)[CH:14]=[CH:15][CH:16]=2)[N:11]=1, predict the reaction product. (8) Given the reactants [OH:1][C:2]1[CH:7]=[CH:6][C:5]([C:8](=[O:10])[CH3:9])=[C:4]([CH3:11])[CH:3]=1.IC.[C:14](=O)([O-])[O-].[K+].[K+], predict the reaction product. The product is: [CH3:14][O:1][C:2]1[CH:7]=[CH:6][C:5]([C:8](=[O:10])[CH3:9])=[C:4]([CH3:11])[CH:3]=1. (9) Given the reactants [CH2:1]([C:4]1([C:8]([OH:10])=[O:9])[CH2:7][CH2:6][CH2:5]1)[CH:2]=[CH2:3].[CH:11]1(C(O)=O)CCCC[CH2:12]1.C1(C(O)=O)CCC1, predict the reaction product. The product is: [CH2:1]([C:4]1([C:8]([OH:10])=[O:9])[CH2:7][CH2:6][CH2:5][CH2:12][CH2:11]1)[CH:2]=[CH2:3].